This data is from Full USPTO retrosynthesis dataset with 1.9M reactions from patents (1976-2016). The task is: Predict the reactants needed to synthesize the given product. Given the product [I:21][C:6]1[C:7](=[O:8])[N:2]([CH3:1])[C:3](=[O:20])[N:4]([C:10]2[CH:15]=[CH:14][CH:13]=[C:12]([C:16]([F:19])([F:18])[F:17])[CH:11]=2)[C:5]=1[CH3:9], predict the reactants needed to synthesize it. The reactants are: [CH3:1][N:2]1[C:7](=[O:8])[CH:6]=[C:5]([CH3:9])[N:4]([C:10]2[CH:15]=[CH:14][CH:13]=[C:12]([C:16]([F:19])([F:18])[F:17])[CH:11]=2)[C:3]1=[O:20].[I:21]N1C(=O)CCC1=O.S([O-])([O-])(=O)=S.[Na+].[Na+].